This data is from Full USPTO retrosynthesis dataset with 1.9M reactions from patents (1976-2016). The task is: Predict the reactants needed to synthesize the given product. (1) The reactants are: Br[C:2]1[CH:3]=[C:4]2[C:8](=[C:9]([C:11]([NH2:13])=[O:12])[CH:10]=1)[NH:7][CH:6]=[C:5]2[CH:14]1[CH2:19][CH2:18][N:17]([S:20]([CH2:23][CH3:24])(=[O:22])=[O:21])[CH2:16][CH2:15]1.C(=O)([O-])[O-].[Cs+].[Cs+].[CH3:31][S:32]([NH:35][C:36]1[CH:37]=[C:38](B(O)O)[CH:39]=[CH:40][CH:41]=1)(=[O:34])=[O:33]. Given the product [CH2:23]([S:20]([N:17]1[CH2:18][CH2:19][CH:14]([C:5]2[C:4]3[C:8](=[C:9]([C:11]([NH2:13])=[O:12])[CH:10]=[C:2]([C:40]4[CH:39]=[CH:38][CH:37]=[C:36]([NH:35][S:32]([CH3:31])(=[O:33])=[O:34])[CH:41]=4)[CH:3]=3)[NH:7][CH:6]=2)[CH2:15][CH2:16]1)(=[O:22])=[O:21])[CH3:24], predict the reactants needed to synthesize it. (2) Given the product [CH3:1][C@@H:2]1[C:7](=[CH2:8])[C@H:6]([OH:9])[CH2:5][C@H:4]([C:10]2[CH:15]=[CH:14][N:13]=[CH:12][C:11]=2[N+:16]([O-:18])=[O:17])[O:3]1, predict the reactants needed to synthesize it. The reactants are: [CH3:1][C@@H:2]1[C:7](=[CH2:8])[C:6](=[O:9])[CH2:5][C@H:4]([C:10]2[CH:15]=[CH:14][N:13]=[CH:12][C:11]=2[N+:16]([O-:18])=[O:17])[O:3]1.O.O.O.O.O.O.O.[Cl-].[Ce+3].[Cl-].[Cl-].[BH4-].[Na+]. (3) Given the product [F:14][C:15]1[CH:20]=[CH:19][C:18]([CH2:21][NH:22][C:23]2[O:11][C:10]([C:7]3[S:6][C:5]4=[CH:4][N:3]=[C:2]([CH3:1])[N:9]4[N:8]=3)=[N:12][N:13]=2)=[CH:17][CH:16]=1, predict the reactants needed to synthesize it. The reactants are: [CH3:1][C:2]1[N:9]2[C:5]([S:6][C:7]([C:10]([NH:12][NH2:13])=[O:11])=[N:8]2)=[CH:4][N:3]=1.[F:14][C:15]1[CH:20]=[CH:19][C:18]([CH2:21][N:22]=[C:23]=O)=[CH:17][CH:16]=1.ClC(Cl)(Cl)Cl.CCN(CC)CC.C1(P(C2C=CC=CC=2)C2C=CC=CC=2)C=CC=CC=1. (4) Given the product [CH3:1][S:2]([O:5][CH2:6][C@H:7]1[CH2:11][C@@H:10]([O:12][Si:13]([C:16]([CH3:17])([CH3:18])[CH3:19])([CH3:15])[CH3:14])[C@H:9](/[CH:20]=[CH:21]/[C@@H:22]([O:28][Si:29]([C:32]([CH3:35])([CH3:34])[CH3:33])([CH3:30])[CH3:31])[CH2:23][CH2:24][CH2:25][CH2:26][CH3:27])[C@H:8]1[CH2:36][C:37]1[CH:42]=[CH:41][CH:40]=[C:39]([OH:43])[CH:38]=1)(=[O:4])=[O:3], predict the reactants needed to synthesize it. The reactants are: [CH3:1][S:2]([O:5][CH2:6][C@H:7]1[CH2:11][C@@H:10]([O:12][Si:13]([C:16]([CH3:19])([CH3:18])[CH3:17])([CH3:15])[CH3:14])[C@H:9](/[CH:20]=[CH:21]/[C@@H:22]([O:28][Si:29]([C:32]([CH3:35])([CH3:34])[CH3:33])([CH3:31])[CH3:30])[CH2:23][CH2:24][CH2:25][CH2:26][CH3:27])[C@H:8]1[CH2:36][C:37]1[CH:42]=[CH:41][CH:40]=[C:39]([O:43]CC2C=CC=CC=2)[CH:38]=1)(=[O:4])=[O:3].[OH-].[K+]. (5) Given the product [OH:1][CH2:2][CH2:3][CH:4]1[CH2:5][C:6]2([CH2:11][CH2:12][CH2:10]2)[C:7](=[O:9])[O:8]1, predict the reactants needed to synthesize it. The reactants are: [OH:1][CH2:2][CH2:3][CH:4]1[O:8][C:7](=[O:9])[C:6]([CH3:11])([CH3:10])[CH2:5]1.[CH2:12](C1(C(O)=O)CCC1)C=C.CC(C)(CC=C)C(OC)=O.